From a dataset of Peptide-MHC class II binding affinity with 134,281 pairs from IEDB. Regression. Given a peptide amino acid sequence and an MHC pseudo amino acid sequence, predict their binding affinity value. This is MHC class II binding data. (1) The MHC is DRB1_0405 with pseudo-sequence DRB1_0405. The binding affinity (normalized) is 0. The peptide sequence is GDTMAEVELREHGSD. (2) The peptide sequence is VVAVDIKEKGKDKWI. The MHC is DRB1_0901 with pseudo-sequence DRB1_0901. The binding affinity (normalized) is 0. (3) The peptide sequence is GATVAVDCRPFNGGE. The MHC is HLA-DPA10201-DPB10501 with pseudo-sequence HLA-DPA10201-DPB10501. The binding affinity (normalized) is 0. (4) The peptide sequence is TKIQYVIRAQLHVGA. The MHC is DRB4_0101 with pseudo-sequence DRB4_0103. The binding affinity (normalized) is 0.776. (5) The peptide sequence is LGSQEGAMHTALTGA. The MHC is DRB1_0401 with pseudo-sequence DRB1_0401. The binding affinity (normalized) is 0.226. (6) The peptide sequence is GELQIVDKIDAGFKI. The MHC is DRB1_0802 with pseudo-sequence DRB1_0802. The binding affinity (normalized) is 0.437.